Dataset: Reaction yield outcomes from USPTO patents with 853,638 reactions. Task: Predict the reaction yield, written as a fraction of the theoretical maximum amount of product (1.0 means a 100% yield; for example, 0.34 means a 34% yield). (1) The reactants are FC(F)(F)C(O)=O.O[C:9]([C:22]1[CH:34]=[CH:33][C:25]2[N:26]([CH2:30][O:31][CH3:32])[C:27](=[O:29])[S:28][C:24]=2[CH:23]=1)([C:11]1[N:15](C2CCCCO2)[N:14]=[CH:13][CH:12]=1)[CH3:10].C(Cl)Cl. No catalyst specified. The product is [CH3:32][O:31][CH2:30][N:26]1[C:25]2[CH:33]=[CH:34][C:22]([C:9]([C:11]3[NH:15][N:14]=[CH:13][CH:12]=3)=[CH2:10])=[CH:23][C:24]=2[S:28][C:27]1=[O:29]. The yield is 0.920. (2) The catalyst is Cl.CO. The reactants are [C:1]([C:5]1[CH:9]=[C:8]([NH:10][C:11]([NH:13][C:14]2[CH:19]=[CH:18][CH:17]=[C:16]([O:20][C:21]3[CH:22]=[N:23][CH:24]=[CH:25][CH:26]=3)[CH:15]=2)=[O:12])[N:7]([C:27]2[CH:28]=[C:29]3[C:34](=[CH:35][CH:36]=2)[CH2:33][N:32](C(OC(C)(C)C)=O)[CH:31]([C:44](OCC)=[O:45])[CH2:30]3)[N:6]=1)([CH3:4])([CH3:3])[CH3:2].[NH2:49][CH2:50][CH:51]([OH:54])[CH2:52][OH:53]. The product is [OH:54][CH:51]([CH2:52][OH:53])[CH2:50][NH:49][C:44]([CH:31]1[C:30]2[C:29](=[CH:28][C:27]([N:7]3[C:8]([NH:10][C:11]([NH:13][C:14]4[CH:19]=[CH:18][CH:17]=[C:16]([O:20][C:21]5[CH:22]=[N:23][CH:24]=[CH:25][CH:26]=5)[CH:15]=4)=[O:12])=[CH:9][C:5]([C:1]([CH3:4])([CH3:2])[CH3:3])=[N:6]3)=[CH:36][CH:35]=2)[CH2:34][CH2:33][NH:32]1)=[O:45]. The yield is 0.810.